This data is from Reaction yield outcomes from USPTO patents with 853,638 reactions. The task is: Predict the reaction yield, written as a fraction of the theoretical maximum amount of product (1.0 means a 100% yield; for example, 0.34 means a 34% yield). The reactants are [CH3:1][O:2][C:3](=[O:19])[CH:4]([NH:8][S:9]([C:12]1[CH:17]=[CH:16][C:15](Br)=[CH:14][CH:13]=1)(=[O:11])=[O:10])[CH:5]([CH3:7])[CH3:6].[OH:20][CH2:21][C:22]1[CH:27]=[CH:26][C:25](B(O)O)=[CH:24][CH:23]=1.C([O-])([O-])=O.[K+].[K+]. The catalyst is COCCOC.O.C1C=CC([P]([Pd]([P](C2C=CC=CC=2)(C2C=CC=CC=2)C2C=CC=CC=2)([P](C2C=CC=CC=2)(C2C=CC=CC=2)C2C=CC=CC=2)[P](C2C=CC=CC=2)(C2C=CC=CC=2)C2C=CC=CC=2)(C2C=CC=CC=2)C2C=CC=CC=2)=CC=1. The product is [CH3:1][O:2][C:3](=[O:19])[CH:4]([NH:8][S:9]([C:12]1[CH:17]=[CH:16][C:15]([C:25]2[CH:26]=[CH:27][C:22]([CH2:21][OH:20])=[CH:23][CH:24]=2)=[CH:14][CH:13]=1)(=[O:11])=[O:10])[CH:5]([CH3:7])[CH3:6]. The yield is 0.670.